Dataset: Forward reaction prediction with 1.9M reactions from USPTO patents (1976-2016). Task: Predict the product of the given reaction. (1) Given the reactants [Cl:1][C:2]1[CH:10]=[C:9]([CH:11]([O:14][CH2:15][C:16]2([C:29]3[CH:34]=[CH:33][C:32]([F:35])=[CH:31][CH:30]=3)[CH2:21][CH2:20][N:19]([C:22]([O:24][C:25]([CH3:28])([CH3:27])[CH3:26])=[O:23])[CH2:18][CH2:17]2)[CH2:12][OH:13])[C:8]2[C:4](=[CH:5][N:6]([CH2:36][O:37][CH2:38][CH2:39][Si:40]([CH3:43])([CH3:42])[CH3:41])[N:7]=2)[CH:3]=1.[H-].[Na+].I[CH3:47], predict the reaction product. The product is: [Cl:1][C:2]1[CH:10]=[C:9]([CH:11]([O:14][CH2:15][C:16]2([C:29]3[CH:34]=[CH:33][C:32]([F:35])=[CH:31][CH:30]=3)[CH2:21][CH2:20][N:19]([C:22]([O:24][C:25]([CH3:28])([CH3:27])[CH3:26])=[O:23])[CH2:18][CH2:17]2)[CH2:12][O:13][CH3:47])[C:8]2[C:4](=[CH:5][N:6]([CH2:36][O:37][CH2:38][CH2:39][Si:40]([CH3:43])([CH3:41])[CH3:42])[N:7]=2)[CH:3]=1. (2) Given the reactants Br[C:2]1[CH:27]=[CH:26][C:5]2[N:6]=[C:7]([C:9]3[N:13](COCC[Si](C)(C)C)[C:12]4[CH:22]=[CH:23][CH:24]=[CH:25][C:11]=4[N:10]=3)[O:8][C:4]=2[CH:3]=1.[CH2:28]([N:35]1[CH:39]=[C:38](B2OC(C)(C)C(C)(C)O2)[CH:37]=[N:36]1)[C:29]1[CH:34]=[CH:33][CH:32]=[CH:31][CH:30]=1.C(O)CCC.[F-].[Cs+], predict the reaction product. The product is: [NH:13]1[C:12]2[CH:22]=[CH:23][CH:24]=[CH:25][C:11]=2[N:10]=[C:9]1[C:7]1[O:8][C:4]2[CH:3]=[C:2]([C:38]3[CH:37]=[N:36][N:35]([CH2:28][C:29]4[CH:34]=[CH:33][CH:32]=[CH:31][CH:30]=4)[CH:39]=3)[CH:27]=[CH:26][C:5]=2[N:6]=1. (3) The product is: [Br:18][C:19]1[CH:24]=[N:23][C:22]([O:25][C:6]2[CH:7]=[CH:8][C:3]([O:2][CH3:1])=[CH:4][CH:5]=2)=[N:21][CH:20]=1. Given the reactants [CH3:1][O:2][C:3]1[CH:8]=[CH:7][C:6](B(O)O)=[CH:5][CH:4]=1.C([O-])([O-])=O.[Cs+].[Cs+].[Br:18][C:19]1[CH:20]=[N:21][C:22]([O:25]N2C3=NC=CC=C3N=N2)=[N:23][CH:24]=1, predict the reaction product. (4) Given the reactants [C:1]([C:5]1[CH:6]=[C:7]([N+:19]([O-])=O)[C:8]([O:17][CH3:18])=[C:9]([CH:11]([OH:16])[C:12]([F:15])([F:14])[F:13])[CH:10]=1)([CH3:4])([CH3:3])[CH3:2].[Cl-].[NH4+], predict the reaction product. The product is: [NH2:19][C:7]1[C:8]([O:17][CH3:18])=[C:9]([CH:11]([OH:16])[C:12]([F:14])([F:15])[F:13])[CH:10]=[C:5]([C:1]([CH3:4])([CH3:3])[CH3:2])[CH:6]=1. (5) The product is: [CH2:1]([O:3][C:4](=[O:15])[CH:5]([C:6]([Cl:18])=[O:7])[CH:9]1[CH2:14][CH2:13][CH2:12][CH2:11][CH2:10]1)[CH3:2]. Given the reactants [CH2:1]([O:3][C:4](=[O:15])[CH:5]([CH:9]1[CH2:14][CH2:13][CH2:12][CH2:11][CH2:10]1)[C:6](O)=[O:7])[CH3:2].S(Cl)([Cl:18])=O, predict the reaction product. (6) Given the reactants Cl.[Cl:2][C:3]1[CH:4]=[C:5]([C@@H:9]([OH:31])[CH2:10][NH:11][CH2:12][CH2:13][NH:14][C:15]2[CH:16]=[C:17]([C:21]3[CH:26]=[CH:25][CH:24]=[C:23]([C:27]([O:29]C)=[O:28])[CH:22]=3)[CH:18]=[CH:19][CH:20]=2)[CH:6]=[CH:7][CH:8]=1.[OH-].[Na+].Cl, predict the reaction product. The product is: [ClH:2].[Cl:2][C:3]1[CH:4]=[C:5]([C@@H:9]([OH:31])[CH2:10][NH:11][CH2:12][CH2:13][NH:14][C:15]2[CH:16]=[C:17]([C:21]3[CH:26]=[CH:25][CH:24]=[C:23]([C:27]([OH:29])=[O:28])[CH:22]=3)[CH:18]=[CH:19][CH:20]=2)[CH:6]=[CH:7][CH:8]=1. (7) Given the reactants [CH3:1][O:2][CH2:3][C:4]1[C:5]([C:14]2[CH:19]=[CH:18][C:17]([N+:20]([O-:22])=[O:21])=[CH:16][CH:15]=2)=[C:6]2[N:11]([CH:12]=1)[N:10]=[CH:9][N:8]=[C:7]2[NH2:13].[CH3:23]O, predict the reaction product. The product is: [CH2:1]([O:2][CH2:3][C:4]1[C:5]([C:14]2[CH:15]=[CH:16][C:17]([N+:20]([O-:22])=[O:21])=[CH:18][CH:19]=2)=[C:6]2[N:11]([CH:12]=1)[N:10]=[CH:9][N:8]=[C:7]2[NH2:13])[CH3:23]. (8) Given the reactants BrC1C=C([S:8][C:9]2[CH:10]=[C:11]3[C:16](=[C:17]([CH3:19])[CH:18]=2)[N:15]=[CH:14][C:13]([C:20]([NH2:22])=[O:21])=[C:12]3[NH:23][C:24]2[CH:29]=[CH:28][CH:27]=[C:26]([O:30][CH3:31])[CH:25]=2)C=CC=1.[Br:32][C:33]1[CH:38]=[CH:37][C:36](S)=[CH:35][CH:34]=1, predict the reaction product. The product is: [Br:32][C:33]1[CH:38]=[CH:37][C:36]([S:8][C:9]2[CH:10]=[C:11]3[C:16](=[C:17]([CH3:19])[CH:18]=2)[N:15]=[CH:14][C:13]([C:20]([NH2:22])=[O:21])=[C:12]3[NH:23][C:24]2[CH:29]=[CH:28][CH:27]=[C:26]([O:30][CH3:31])[CH:25]=2)=[CH:35][CH:34]=1. (9) Given the reactants NC1(C2C=CC(C3C(C4C=CC=CC=4)=CC4N(CCC#N)C(=O)COC=4N=3)=CC=2)CCC1.C(OC(=O)[NH:39][C:40]1([C:44]2[CH:49]=[CH:48][C:47]([C:50]3[C:51]([C:63]4[CH:68]=[CH:67][CH:66]=[CH:65][CH:64]=4)=[CH:52][C:53]4[N:58]([CH3:59])[C:57](=[O:60])[C@@H:56]([CH3:61])[O:55][C:54]=4[N:62]=3)=[CH:46][CH:45]=2)[CH2:43][CH2:42][CH2:41]1)(C)(C)C, predict the reaction product. The product is: [NH2:39][C:40]1([C:44]2[CH:45]=[CH:46][C:47]([C:50]3[C:51]([C:63]4[CH:64]=[CH:65][CH:66]=[CH:67][CH:68]=4)=[CH:52][C:53]4[N:58]([CH3:59])[C:57](=[O:60])[C@@H:56]([CH3:61])[O:55][C:54]=4[N:62]=3)=[CH:48][CH:49]=2)[CH2:41][CH2:42][CH2:43]1. (10) Given the reactants [Cl:1][C:2]1[CH:3]=[C:4]([C:12]2[N:16]=[C:15]([C:17]3[CH:22]=[CH:21][C:20]([C:23]([NH:26][CH2:27][CH2:28][C:29]([OH:31])=[O:30])([CH3:25])[CH3:24])=[CH:19][CH:18]=3)[O:14][N:13]=2)[CH:5]=[CH:6][C:7]=1[O:8][CH:9]([CH3:11])[CH3:10], predict the reaction product. The product is: [CH3:7][OH:8].[Cl:1][C:2]1[CH:3]=[C:4]([C:12]2[N:16]=[C:15]([C:17]3[CH:22]=[CH:21][C:20]([C:23]([NH:26][CH2:27][CH2:28][C:29]([OH:31])=[O:30])([CH3:25])[CH3:24])=[CH:19][CH:18]=3)[O:14][N:13]=2)[CH:5]=[CH:6][C:7]=1[O:8][CH:9]([CH3:11])[CH3:10].